From a dataset of Blood-brain barrier permeability classification from the B3DB database. Regression/Classification. Given a drug SMILES string, predict its absorption, distribution, metabolism, or excretion properties. Task type varies by dataset: regression for continuous measurements (e.g., permeability, clearance, half-life) or binary classification for categorical outcomes (e.g., BBB penetration, CYP inhibition). Dataset: b3db_classification. (1) The compound is CCc1c2c(nc3ccc(OC(=O)N4CCC(N5CCCCC5)CC4)cc13)-c1cc3c(c(=O)n1C2)COC(=O)[C@]3(O)CC. The result is 0 (does not penetrate BBB). (2) The result is 1 (penetrates BBB). The molecule is CCCNC(=O)N1C[C@@H](c2ccccc2)OC1=O. (3) The molecule is COc1nc2nc(-c3noc(C)n3)cn2c2c1CCCC2. The result is 1 (penetrates BBB). (4) The drug is Cc1c2oc3c(C)ccc(C(=O)NC4C(=O)NC(C(C)C)C(=O)N5CCCC5C(=O)N(C)CC(=O)N(C)C(C(C)C)C(=O)OC4C)c3nc-2c(C(=O)NC2C(=O)NC(C(C)C)C(=O)N3CCCC3C(=O)N(C)CC(=O)N(C)C(C(C)C)C(=O)OC2C)c(N)c1=O. The result is 0 (does not penetrate BBB). (5) The drug is CN1CCC23c4c5ccc(O)c4OC2C(O)CCC3(O)C1C5. The result is 1 (penetrates BBB).